The task is: Predict which catalyst facilitates the given reaction.. This data is from Catalyst prediction with 721,799 reactions and 888 catalyst types from USPTO. Reactant: [CH2:1]([O:8][C:9]1[CH:10]=[N:11][CH:12]=[C:13]([CH:17]=1)[C:14]([OH:16])=O)[C:2]1[CH:7]=[CH:6][CH:5]=[CH:4][CH:3]=1.CN(C(ON1N=NC2C=CC=CC1=2)=[N+](C)C)C.F[P-](F)(F)(F)(F)F.CCN(C(C)C)C(C)C.[NH:51]1[CH:55]=[CH:54][N:53]=[C:52]1[NH:56][C:57]([C:59]1[C:67]2[NH:66][C:65]([NH2:68])=[N:64][C:63]=2[CH:62]=[CH:61][CH:60]=1)=[O:58]. Product: [NH:53]1[CH:54]=[CH:55][N:51]=[C:52]1[NH:56][C:57]([C:59]1[C:67]2[N:66]=[C:65]([NH:68][C:14]([C:13]3[CH:12]=[N:11][CH:10]=[C:9]([O:8][CH2:1][C:2]4[CH:3]=[CH:4][CH:5]=[CH:6][CH:7]=4)[CH:17]=3)=[O:16])[NH:64][C:63]=2[CH:62]=[CH:61][CH:60]=1)=[O:58]. The catalyst class is: 136.